From a dataset of Reaction yield outcomes from USPTO patents with 853,638 reactions. Predict the reaction yield, written as a fraction of the theoretical maximum amount of product (1.0 means a 100% yield; for example, 0.34 means a 34% yield). (1) The reactants are C(OC([N:11]1[CH2:16][CH2:15][N:14]([CH2:17][CH2:18][CH2:19][CH2:20][NH:21][C:22]([O:24][C:25]([CH3:28])([CH3:27])[CH3:26])=[O:23])[CH2:13][CH2:12]1)=O)C1C=CC=CC=1.C(O)(=O)C. The catalyst is CO.[OH-].[OH-].[Pd+2]. The product is [C:25]([O:24][C:22](=[O:23])[NH:21][CH2:20][CH2:19][CH2:18][CH2:17][N:14]1[CH2:15][CH2:16][NH:11][CH2:12][CH2:13]1)([CH3:28])([CH3:26])[CH3:27]. The yield is 0.910. (2) The reactants are [CH2:1]([N:3]([CH2:13][CH3:14])[C:4](=[O:12])[C:5]1[CH:10]=[CH:9][C:8](I)=[CH:7][CH:6]=1)[CH3:2].[Li]CCCC.[N+:20]([C:23]1[CH:24]=[C:25]([CH:28]=[CH:29][CH:30]=1)[CH:26]=[O:27])([O-:22])=[O:21].[NH4+].[Cl-]. The catalyst is C1COCC1.C1(C)C=CC=CC=1.C1COCC1. The product is [OH:27][CH:26]([C:25]1[CH:28]=[CH:29][CH:30]=[C:23]([N+:20]([O-:22])=[O:21])[CH:24]=1)[C:8]1[CH:9]=[CH:10][C:5]([C:4]([N:3]([CH2:13][CH3:14])[CH2:1][CH3:2])=[O:12])=[CH:6][CH:7]=1. The yield is 0.500. (3) The reactants are [CH3:1][N:2]([S:15]([C:18]1[S:19][CH:20]=[CH:21][CH:22]=1)(=[O:17])=[O:16])[C:3]1[CH:4]=[CH:5][CH:6]=[C:7]2[C:11]=1[NH:10][C:9]([C:12](=[S:14])[NH2:13])=[CH:8]2.[C:23]([O:28][CH2:29][CH3:30])(=[O:27])[C:24]#[C:25][CH3:26].C(P(CCCC)CCCC)CCC.O1CCCC1. The catalyst is C1(C)C=CC=CC=1. The product is [CH3:1][N:2]([S:15]([C:18]1[S:19][CH:20]=[CH:21][CH:22]=1)(=[O:17])=[O:16])[C:3]1[CH:4]=[CH:5][CH:6]=[C:7]2[C:11]=1[NH:10][C:9]([C:12]1[S:14][CH:25]([CH2:24][C:23]([O:28][CH2:29][CH3:30])=[O:27])[CH2:26][N:13]=1)=[CH:8]2. The yield is 0.500. (4) The reactants are [Br:1]N1C(=O)CCC1=O.C1(P(C2C=CC=CC=2)C2C=CC=CC=2)C=CC=CC=1.[F:28][C:29]1[CH:30]=[C:31]([CH2:35][O:36][CH2:37][CH2:38]O)[CH:32]=[CH:33][CH:34]=1. The catalyst is C(Cl)Cl.[Al]. The product is [Br:1][CH2:38][CH2:37][O:36][CH2:35][C:31]1[CH:32]=[CH:33][CH:34]=[C:29]([F:28])[CH:30]=1. The yield is 0.780. (5) The reactants are [Br:1][C:2]1[CH:3]=[C:4]([CH:7]=[O:8])[S:5][CH:6]=1.[CH2:9]([OH:11])[CH3:10].[Cl-].[NH4+].C([O-])([O-])O[CH2:16][CH3:17]. No catalyst specified. The product is [Br:1][C:2]1[CH:3]=[C:4]([CH:7]([O:11][CH2:9][CH3:10])[O:8][CH2:16][CH3:17])[S:5][CH:6]=1. The yield is 0.810. (6) The reactants are [Li+].[OH-].C[O:4][C:5](=[O:24])[CH2:6][CH2:7][CH2:8][CH2:9][CH:10]=[C:11]([C:18]1[CH:23]=[CH:22][CH:21]=[CH:20][N:19]=1)[C:12]1[CH:17]=[CH:16][CH:15]=[CH:14][N:13]=1.Cl.CCOC(C)=O. The catalyst is O.C1COCC1. The product is [N:13]1[CH:14]=[CH:15][CH:16]=[CH:17][C:12]=1[C:11]([C:18]1[CH:23]=[CH:22][CH:21]=[CH:20][N:19]=1)=[CH:10][CH2:9][CH2:8][CH2:7][CH2:6][C:5]([OH:24])=[O:4]. The yield is 0.460. (7) The reactants are [NH2:1][C:2]1[C:11]2[C:6](=[CH:7][CH:8]=[CH:9][C:10]=2[O:12][C@H:13]2[CH2:18][CH2:17][C@H:16]([NH:19]C(=O)COCC)[CH2:15][CH2:14]2)[N:5]=[C:4]([CH3:26])[C:3]=1[C:27]([O:29]CC)=[O:28].[OH-].[Na+]. The catalyst is CCO. The product is [NH2:1][C:2]1[C:11]2[C:6](=[CH:7][CH:8]=[CH:9][C:10]=2[O:12][C@H:13]2[CH2:14][CH2:15][C@H:16]([NH2:19])[CH2:17][CH2:18]2)[N:5]=[C:4]([CH3:26])[C:3]=1[C:27]([OH:29])=[O:28]. The yield is 0.880. (8) The reactants are [NH2:1][CH:2]1[CH2:6][CH2:5][N:4]([C:7]2[CH:12]=[CH:11][C:10]([C:13]3[NH:22][C:21](=[O:23])[C:20]4[C:15](=[CH:16][C:17]([O:26][CH3:27])=[CH:18][C:19]=4[O:24][CH3:25])[N:14]=3)=[CH:9][CH:8]=2)[CH2:3]1.CCN(CC)CC.[C:35](Cl)(=[O:37])[CH3:36]. The catalyst is C(Cl)Cl. The product is [CH3:25][O:24][C:19]1[CH:18]=[C:17]([O:26][CH3:27])[CH:16]=[C:15]2[C:20]=1[C:21](=[O:23])[NH:22][C:13]([C:10]1[CH:11]=[CH:12][C:7]([N:4]3[CH2:5][CH2:6][CH:2]([NH:1][C:35](=[O:37])[CH3:36])[CH2:3]3)=[CH:8][CH:9]=1)=[N:14]2. The yield is 0.780. (9) The reactants are [Cl:1][C:2]1[C:3]([C:8]2[CH:16]=[CH:15][C:11]([C:12](O)=O)=[CH:10][CH:9]=2)=[N:4][CH:5]=[CH:6][CH:7]=1.[F:17][C:18]([F:28])([F:27])[C:19]1[CH:20]=[C:21]([NH2:26])[C:22]([NH2:25])=[CH:23][CH:24]=1. The catalyst is O. The product is [Cl:1][C:2]1[C:3]([C:8]2[CH:16]=[CH:15][C:11]([C:12]3[NH:26][C:21]4[CH:20]=[C:19]([C:18]([F:17])([F:27])[F:28])[CH:24]=[CH:23][C:22]=4[N:25]=3)=[CH:10][CH:9]=2)=[N:4][CH:5]=[CH:6][CH:7]=1. The yield is 0.650.